The task is: Predict the product of the given reaction.. This data is from Forward reaction prediction with 1.9M reactions from USPTO patents (1976-2016). (1) Given the reactants [F:1][C:2]1[CH:3]=[CH:4][C:5]([O:28][C:29]2[CH:34]=[CH:33][CH:32]=[CH:31][CH:30]=2)=[C:6]([NH:8][CH2:9][C:10]2[CH:15]=[C:14]([O:16][CH3:17])[CH:13]=[CH:12][C:11]=2[O:18][CH2:19][CH2:20][O:21][CH:22]2[CH2:27][CH2:26][CH2:25][CH2:24][O:23]2)[CH:7]=1.[C:35](OC(=O)C)(=[O:37])[CH3:36], predict the reaction product. The product is: [F:1][C:2]1[CH:3]=[CH:4][C:5]([O:28][C:29]2[CH:30]=[CH:31][CH:32]=[CH:33][CH:34]=2)=[C:6]([N:8]([CH2:9][C:10]2[CH:15]=[C:14]([O:16][CH3:17])[CH:13]=[CH:12][C:11]=2[O:18][CH2:19][CH2:20][O:21][CH:22]2[CH2:27][CH2:26][CH2:25][CH2:24][O:23]2)[C:35](=[O:37])[CH3:36])[CH:7]=1. (2) Given the reactants CC(OC(/N=N/C(OC(C)C)=O)=O)C.[OH:15][C:16]1[CH:25]=[CH:24][C:19]([C:20]([O:22][CH3:23])=[O:21])=[CH:18][CH:17]=1.[Cl:26][C:27]1[CH:28]=[C:29]([CH2:33]O)[CH:30]=[N:31][CH:32]=1.C1C=CC(P(C2C=CC=CC=2)C2C=CC=CC=2)=CC=1, predict the reaction product. The product is: [Cl:26][C:27]1[CH:28]=[C:29]([CH2:33][O:15][C:16]2[CH:17]=[CH:18][C:19]([C:20]([O:22][CH3:23])=[O:21])=[CH:24][CH:25]=2)[CH:30]=[N:31][CH:32]=1. (3) Given the reactants C(OC1C=CC(N2C3C(=CC=C([O:20][C:21]4[CH:26]=[CH:25][CH:24]=[C:23]([O:27][C:28]([F:31])([F:30])[F:29])[CH:22]=4)C=3)C=C2C(O)=O)=CC=1)(C)C.[CH2:35]([O:37][C:38]([C:40]1[N:41]([C:61]2[CH:66]=[CH:65][C:64]([O:67][CH:68]([CH3:70])[CH3:69])=[CH:63][CH:62]=2)[C:42]2[C:47]([C:48]=1[Br:49])=[CH:46][C:45](OC1C=CC(C(F)(F)F)=CC=1)=[CH:44][CH:43]=2)=[O:39])[CH3:36], predict the reaction product. The product is: [CH2:35]([O:37][C:38]([C:40]1[N:41]([C:61]2[CH:66]=[CH:65][C:64]([O:67][CH:68]([CH3:69])[CH3:70])=[CH:63][CH:62]=2)[C:42]2[C:47]([C:48]=1[Br:49])=[CH:46][CH:45]=[C:44]([O:20][C:21]1[CH:26]=[CH:25][CH:24]=[C:23]([O:27][C:28]([F:29])([F:30])[F:31])[CH:22]=1)[CH:43]=2)=[O:39])[CH3:36]. (4) The product is: [CH2:14]([C:13]1[N:9]=[C:8]([C:3]2[CH:4]=[CH:5][CH:6]=[CH:7][C:2]=2[NH2:1])[S:10][CH:12]=1)[CH2:15][CH2:16][CH3:17]. Given the reactants [NH2:1][C:2]1[CH:7]=[CH:6][CH:5]=[CH:4][C:3]=1[C:8](=[S:10])[NH2:9].Br[CH2:12][C:13](=O)[CH2:14][CH2:15][CH2:16][CH3:17], predict the reaction product. (5) Given the reactants N#N.[CH3:3][CH2:4][Mg+].[Br-].B(F)(F)F.CCOCC.[C:16]([O:20][C:21]([N:23]1[CH:28]=[CH:27][C:26](=[O:29])[CH2:25][CH:24]1[CH2:30][CH3:31])=[O:22])([CH3:19])([CH3:18])[CH3:17], predict the reaction product. The product is: [C:16]([O:20][C:21]([N:23]1[CH:24]([CH2:30][CH3:31])[CH2:25][C:26](=[O:29])[CH2:27][CH:28]1[CH2:4][CH3:3])=[O:22])([CH3:19])([CH3:18])[CH3:17]. (6) Given the reactants Cl[C:2]1[N:7]=[CH:6][C:5]([C:8]2[N:12]3[N:13]=[CH:14][CH:15]=[C:16]([N:17]4[CH2:22][CH2:21][O:20][CH2:19][CH2:18]4)[C:11]3=[N:10][C:9]=2[CH2:23][C:24]([O:26][CH2:27][CH3:28])=[O:25])=[CH:4][CH:3]=1.C([O-])([O-])=O.[K+].[K+].[C:35]([O:39][C:40]([N:42]1[CH2:47][CH2:46][NH:45][CH2:44][CH2:43]1)=[O:41])([CH3:38])([CH3:37])[CH3:36], predict the reaction product. The product is: [CH2:27]([O:26][C:24](=[O:25])[CH2:23][C:9]1[N:10]=[C:11]2[C:16]([N:17]3[CH2:22][CH2:21][O:20][CH2:19][CH2:18]3)=[CH:15][CH:14]=[N:13][N:12]2[C:8]=1[C:5]1[CH:4]=[CH:3][C:2]([N:45]2[CH2:44][CH2:43][N:42]([C:40]([O:39][C:35]([CH3:38])([CH3:37])[CH3:36])=[O:41])[CH2:47][CH2:46]2)=[N:7][CH:6]=1)[CH3:28]. (7) The product is: [CH3:1][O:2][C:3]1[C:59]([O:60][CH2:61][CH2:62][CH2:63][O:64][C:65]2[C:66]([O:102][CH3:103])=[CH:67][C:68]3[C:74](=[O:75])[N:73]4[CH:76]=[C:77]([C:79]5[CH:80]=[CH:81][C:82]([N:85]6[CH2:86][CH2:87][N:88]([CH3:91])[CH2:89][CH2:90]6)=[CH:83][CH:84]=5)[CH2:78][C@H:72]4[CH:71]=[N:70][C:69]=3[CH:101]=2)=[CH:58][C:6]2[N:7]=[CH:8][C@@H:9]3[CH2:15][C:14](/[CH:16]=[CH:17]/[CH2:18][NH:19][C:20](=[O:48])[C@@H:21]([NH:23][C:24](=[O:47])[C@H:25]([NH:29][C:30](=[O:46])[O:31][CH2:32][CH:33]4[C:34]5[CH:35]=[CH:36][CH:37]=[CH:38][C:39]=5[C:40]5[C:45]4=[CH:44][CH:43]=[CH:42][CH:41]=5)[CH:26]([CH3:28])[CH3:27])[CH3:22])=[CH:13][N:10]3[C:11](=[O:12])[C:5]=2[CH:4]=1. Given the reactants [CH3:1][O:2][C:3]1[C:59]([O:60][CH2:61][CH2:62][CH2:63][O:64][C:65]2[C:66]([O:102][CH3:103])=[CH:67][C:68]3[C:74](=[O:75])[N:73]4[CH:76]=[C:77]([C:79]5[CH:84]=[CH:83][C:82]([N:85]6[CH2:90][CH2:89][N:88]([CH3:91])[CH2:87][CH2:86]6)=[CH:81][CH:80]=5)[CH2:78][C@H:72]4[C:71](=O)[N:70](COCC[Si](C)(C)C)[C:69]=3[CH:101]=2)=[CH:58][C:6]2[N:7](COCC[Si](C)(C)C)[C:8](=O)[C@@H:9]3[CH2:15][C:14](/[CH:16]=[CH:17]/[CH2:18][NH:19][C:20](=[O:48])[C@@H:21]([NH:23][C:24](=[O:47])[C@@H:25]([NH:29][C:30](=[O:46])[O:31][CH2:32][CH:33]4[C:45]5[CH:44]=[CH:43][CH:42]=[CH:41][C:40]=5[C:39]5[C:34]4=[CH:35][CH:36]=[CH:37][CH:38]=5)[CH:26]([CH3:28])[CH3:27])[CH3:22])=[CH:13][N:10]3[C:11](=[O:12])[C:5]=2[CH:4]=1.[Li+].[B-](CC)(CC)CC, predict the reaction product.